Dataset: Reaction yield outcomes from USPTO patents with 853,638 reactions. Task: Predict the reaction yield, written as a fraction of the theoretical maximum amount of product (1.0 means a 100% yield; for example, 0.34 means a 34% yield). (1) The yield is 0.350. The reactants are [H-].[Na+].[OH:3][C:4]1[C:9]([CH3:10])=[CH:8][C:7]([C:11](=[O:13])[CH3:12])=[CH:6][C:5]=1[CH3:14].[CH2:15]([N:22]1[C:30]2[C:29](Cl)=[N:28][C:27]([Cl:32])=[N:26][C:25]=2[CH:24]=[CH:23]1)[C:16]1[CH:21]=[CH:20][CH:19]=[CH:18][CH:17]=1. The catalyst is CN1C(=O)CCC1.O. The product is [CH2:15]([N:22]1[C:30]2[C:29]([O:3][C:4]3[C:9]([CH3:10])=[CH:8][C:7]([C:11](=[O:13])[CH3:12])=[CH:6][C:5]=3[CH3:14])=[N:28][C:27]([Cl:32])=[N:26][C:25]=2[CH:24]=[CH:23]1)[C:16]1[CH:17]=[CH:18][CH:19]=[CH:20][CH:21]=1. (2) The reactants are [CH3:1][C:2]1([CH3:18])[C:6]([CH3:8])([CH3:7])[O:5][B:4]([C:9]2[CH:17]=[CH:16][C:12]([C:13]([OH:15])=O)=[CH:11][CH:10]=2)[O:3]1.[CH2:19]([N:21]1[CH2:26][CH2:25][NH:24][CH2:23][CH2:22]1)[CH3:20]. No catalyst specified. The product is [CH2:19]([N:21]1[CH2:26][CH2:25][N:24]([C:13]([C:12]2[CH:11]=[CH:10][C:9]([B:4]3[O:5][C:6]([CH3:7])([CH3:8])[C:2]([CH3:1])([CH3:18])[O:3]3)=[CH:17][CH:16]=2)=[O:15])[CH2:23][CH2:22]1)[CH3:20]. The yield is 0.840. (3) The catalyst is O1CCCC1. The product is [N:38]1[CH:43]=[CH:42][CH:41]=[C:40]([O:1][CH2:2][CH:3]2[O:8][C:7]3[C:9]4[C:14]([C:15](=[O:18])[C:16](=[O:17])[C:6]=3[S:5][CH2:4]2)=[CH:13][CH:12]=[CH:11][CH:10]=4)[CH:39]=1. The yield is 0.140. The reactants are [OH:1][CH2:2][CH:3]1[O:8][C:7]2[C:9]3[C:14]([C:15](=[O:18])[C:16](=[O:17])[C:6]=2[S:5][CH2:4]1)=[CH:13][CH:12]=[CH:11][CH:10]=3.C1(P(C2C=CC=CC=2)C2C=CC=CC=2)C=CC=CC=1.[N:38]1[CH:43]=[CH:42][CH:41]=[C:40](O)[CH:39]=1.N(/C(OCC)=O)=N/C(OCC)=O. (4) The reactants are [CH3:1][Mg]Br.[CH2:4]([O:11][C:12]([CH:14]1[CH2:19][CH2:18][CH:17]([CH2:20][CH:21]=[O:22])[CH2:16][CH2:15]1)=[O:13])[C:5]1[CH:10]=[CH:9][CH:8]=[CH:7][CH:6]=1.O. The catalyst is C1COCC1. The product is [CH2:4]([O:11][C:12]([CH:14]1[CH2:19][CH2:18][CH:17]([CH2:20][CH:21]([OH:22])[CH3:1])[CH2:16][CH2:15]1)=[O:13])[C:5]1[CH:10]=[CH:9][CH:8]=[CH:7][CH:6]=1. The yield is 0.670.